From a dataset of Forward reaction prediction with 1.9M reactions from USPTO patents (1976-2016). Predict the product of the given reaction. Given the reactants [Si:1]([O:8][CH2:9][C:10]1[N:11]([CH3:22])[C:12]2[C:17]([CH:18]=1)=[CH:16][C:15]([CH:19]=[O:20])=[C:14](Cl)[CH:13]=2)([C:4]([CH3:7])([CH3:6])[CH3:5])([CH3:3])[CH3:2].[CH:23]([B-](F)(F)F)=[CH2:24].[K+].C([O-])([O-])=O.[K+].[K+].O1CCOCC1, predict the reaction product. The product is: [Si:1]([O:8][CH2:9][C:10]1[N:11]([CH3:22])[C:12]2[C:17]([CH:18]=1)=[CH:16][C:15]([CH:19]=[O:20])=[C:14]([CH:23]=[CH2:24])[CH:13]=2)([C:4]([CH3:7])([CH3:6])[CH3:5])([CH3:3])[CH3:2].